Dataset: Reaction yield outcomes from USPTO patents with 853,638 reactions. Task: Predict the reaction yield, written as a fraction of the theoretical maximum amount of product (1.0 means a 100% yield; for example, 0.34 means a 34% yield). (1) The reactants are [Cl:1][C:2]1[CH:3]=[C:4]2[C:9](=[CH:10][CH:11]=1)[CH:8]=[C:7]([S:12]([CH2:15][C@@H:16]([OH:31])[C:17]([N:19]1[CH2:24][CH2:23][CH:22]([N:25]3[CH2:29][CH2:28]O[C:26]3=[O:30])[CH2:21][CH2:20]1)=[O:18])(=[O:14])=[O:13])[CH:6]=[CH:5]2.C1C=C[C:35]2[N:40](O)N=NC=2C=1.ClC1C=C2C(=CC=1)C=C(S(C[C@@H](O)C(O)=O)(=O)=[O:54])C=C2.CCN=C=NCCCN(C)C. The catalyst is CN(C=O)C. The product is [Cl:1][C:2]1[CH:3]=[C:4]2[C:9](=[CH:10][CH:11]=1)[CH:8]=[C:7]([S:12]([CH2:15][C@@H:16]([OH:31])[C:17]([N:19]1[CH2:24][CH2:23][CH:22]([N:25]3[CH2:29][CH2:28][C:35](=[O:54])[NH:40][C:26]3=[O:30])[CH2:21][CH2:20]1)=[O:18])(=[O:14])=[O:13])[CH:6]=[CH:5]2. The yield is 0.0900. (2) The reactants are P(OCC)(OCC)OCC.[Br:11][C:12]1[CH:17]=[CH:16][C:15]([C:18]2[N:19]=[C:20]([C@@H:27]3[CH2:31][CH2:30][CH2:29][N:28]3[C:32]([O:34][C:35]([CH3:38])([CH3:37])[CH3:36])=[O:33])[N:21](O)[C:22]=2[CH2:23][CH2:24][CH3:25])=[CH:14][CH:13]=1. The catalyst is CN(C=O)C.C(OCC)(=O)C. The product is [Br:11][C:12]1[CH:13]=[CH:14][C:15]([C:18]2[N:19]=[C:20]([C@@H:27]3[CH2:31][CH2:30][CH2:29][N:28]3[C:32]([O:34][C:35]([CH3:36])([CH3:38])[CH3:37])=[O:33])[NH:21][C:22]=2[CH2:23][CH2:24][CH3:25])=[CH:16][CH:17]=1. The yield is 0.760. (3) The reactants are [OH:1][CH2:2][C:3]1[O:4][CH:5]=[C:6]([O:10][CH2:11][CH2:12][CH2:13][CH2:14][CH2:15][S:16][C:17]2[C:26]3[C:21](=[CH:22][C:23]([C:27]([F:30])([F:29])[F:28])=[CH:24][CH:25]=3)[N:20]=[CH:19][CH:18]=2)[C:7](=[O:9])[CH:8]=1.C1[CH2:35][O:34][CH2:33]C1.[H-].[Na+].ClCOC. The catalyst is O. The product is [CH3:33][O:34][CH2:35][O:1][CH2:2][C:3]1[O:4][CH:5]=[C:6]([O:10][CH2:11][CH2:12][CH2:13][CH2:14][CH2:15][S:16][C:17]2[C:26]3[C:21](=[CH:22][C:23]([C:27]([F:30])([F:29])[F:28])=[CH:24][CH:25]=3)[N:20]=[CH:19][CH:18]=2)[C:7](=[O:9])[CH:8]=1. The yield is 0.670. (4) The reactants are [C:1]1([NH:7][C:8]([C:10]2([C:13]([OH:15])=O)[CH2:12][CH2:11]2)=[O:9])[CH:6]=[CH:5][CH:4]=[CH:3][CH:2]=1.C[N:17](C(ON1N=NC2C=CC=NC1=2)=[N+](C)C)C.F[P-](F)(F)(F)(F)F.[CH2:40]([O:47][C:48]1[CH:57]=[C:56]2[C:51]([C:52]([O:58][C:59]3[CH:64]=[CH:63][C:62](N)=[CH:61][C:60]=3[F:66])=[CH:53][CH:54]=[N:55]2)=[CH:50][CH:49]=1)[C:41]1[CH:46]=[CH:45][CH:44]=[CH:43][CH:42]=1.CCN(CC)CC. The catalyst is C(Cl)Cl. The product is [CH2:40]([O:47][C:48]1[CH:57]=[C:56]2[C:51]([C:52]([O:58][C:59]3[CH:64]=[CH:63][C:62]([N:7]([C:1]4[CH:2]=[CH:3][CH:4]=[CH:5][CH:6]=4)[C:8]([C:10]4([C:13]([NH2:17])=[O:15])[CH2:11][CH2:12]4)=[O:9])=[CH:61][C:60]=3[F:66])=[CH:53][CH:54]=[N:55]2)=[CH:50][CH:49]=1)[C:41]1[CH:42]=[CH:43][CH:44]=[CH:45][CH:46]=1. The yield is 0.850. (5) The reactants are Cl[C:2]1[CH:7]=[CH:6][CH:5]=[CH:4][C:3]=1[C:8]1[N:26]([CH2:27][C@@H:28]2[CH2:33][CH2:32][CH2:31][NH:30][CH2:29]2)[C:11]2[N:12]=[C:13]([NH:16][CH2:17][C:18]3[CH:23]=[CH:22][C:21]([F:24])=[C:20]([F:25])[CH:19]=3)[N:14]=[CH:15][C:10]=2[C:9]=1[CH3:34].FC1C=C(C=CC=1F)CNC1N=CC2C(C)=C(C3C=CC=CC=3)N(C[C@@H]3CCCN(C(OC(C)(C)C)=O)C3)C=2N=1. No catalyst specified. The product is [F:25][C:20]1[CH:19]=[C:18]([CH:23]=[CH:22][C:21]=1[F:24])[CH2:17][NH:16][C:13]1[N:14]=[CH:15][C:10]2[C:9]([CH3:34])=[C:8]([C:3]3[CH:2]=[CH:7][CH:6]=[CH:5][CH:4]=3)[N:26]([CH2:27][C@@H:28]3[CH2:33][CH2:32][CH2:31][NH:30][CH2:29]3)[C:11]=2[N:12]=1. The yield is 0.860.